From a dataset of Catalyst prediction with 721,799 reactions and 888 catalyst types from USPTO. Predict which catalyst facilitates the given reaction. (1) Reactant: [CH3:1][C@@H:2]1[O:6][C:5]([C:7]2[NH:11][C:10]([C:12]3[CH:13]=[C:14]([CH:20]=[C:21]([O:23][C:24]4[CH:29]=[N:28][C:27]([S:30]([CH3:33])(=[O:32])=[O:31])=[CH:26][N:25]=4)[CH:22]=3)[O:15][C@@H:16]([CH3:19])[CH2:17][OH:18])=[CH:9][CH:8]=2)=[N:4][CH2:3]1.[CH3:34][S:35](O)(=[O:37])=[O:36]. Product: [CH3:34][S:35]([O:18][CH2:17][C@@H:16]([O:15][C:14]1[CH:20]=[C:21]([O:23][C:24]2[CH:29]=[N:28][C:27]([S:30]([CH3:33])(=[O:32])=[O:31])=[CH:26][N:25]=2)[CH:22]=[C:12]([C:10]2[NH:11][C:7]([C:5]3[O:6][C@@H:2]([CH3:1])[CH2:3][N:4]=3)=[CH:8][CH:9]=2)[CH:13]=1)[CH3:19])(=[O:37])=[O:36]. The catalyst class is: 259. (2) Reactant: [H-].[Na+].[O:3]=[C:4]1[CH2:9][CH2:8][CH2:7][CH2:6][CH:5]1[C:10]([O:12][CH2:13][CH3:14])=[O:11].[CH2:15]([Li])CCC.IC. Product: [CH3:15][CH:9]1[CH2:8][CH2:7][CH2:6][CH:5]([C:10]([O:12][CH2:13][CH3:14])=[O:11])[C:4]1=[O:3]. The catalyst class is: 7. (3) Reactant: [Br:1][CH2:2][CH2:3][N:4]1[C:8]([C:9](OC)=[O:10])=[CH:7][C:6]([N+:13]([O-:15])=[O:14])=[N:5]1.[BH4-].[Li+]. Product: [Br:1][CH2:2][CH2:3][N:4]1[C:8]([CH2:9][OH:10])=[CH:7][C:6]([N+:13]([O-:15])=[O:14])=[N:5]1. The catalyst class is: 1. (4) Reactant: [CH3:1][C:2]1[N:3]=[C:4]2[N:8]([C:9]=1[C:10]([NH:12][C@@H:13]1[CH2:18][CH2:17][CH2:16][N:15](C(O)=O)[CH2:14]1)=[O:11])[CH:7]=[CH:6][S:5]2.C(O)(C(F)(F)F)=O. Product: [NH:15]1[CH2:16][CH2:17][CH2:18][C@@H:13]([NH:12][C:10]([C:9]2[N:8]3[C:4]([S:5][CH:6]=[CH:7]3)=[N:3][C:2]=2[CH3:1])=[O:11])[CH2:14]1. The catalyst class is: 2. (5) Reactant: [Br:1][CH:2]1[CH2:11][CH2:10][C:9]2[C:4](=[CH:5][CH:6]=[C:7]([O:12][CH3:13])[CH:8]=2)[C:3]1=[O:14].[Li+].C[Si]([N-][Si](C)(C)C)(C)C.[C:25](OC(=O)C)(=[O:27])[CH3:26]. Product: [Br:1][C:2]1[CH2:11][CH2:10][C:9]2[C:4](=[CH:5][CH:6]=[C:7]([O:12][CH3:13])[CH:8]=2)[C:3]=1[O:14][C:25](=[O:27])[CH3:26]. The catalyst class is: 165. (6) Reactant: [Cl:1][C:2]1[CH:3]=[C:4]([S:9]([N:12]([CH2:23][P:24](=[O:41])([O:33]CC2C=CC=CC=2)[O:25]CC2C=CC=CC=2)[C:13]2[CH:22]=[CH:21][C:20]3[C:15](=[CH:16][CH:17]=[CH:18][CH:19]=3)[CH:14]=2)(=[O:11])=[O:10])[CH:5]=[C:6]([Cl:8])[CH:7]=1. Product: [Cl:1][C:2]1[CH:3]=[C:4]([S:9]([N:12]([CH2:23][P:24](=[O:25])([OH:33])[OH:41])[C:13]2[CH:22]=[CH:21][C:20]3[C:15](=[CH:16][CH:17]=[CH:18][CH:19]=3)[CH:14]=2)(=[O:11])=[O:10])[CH:5]=[C:6]([Cl:8])[CH:7]=1. The catalyst class is: 19. (7) Reactant: [Br:1][C:2]1[CH:3]=[N:4][CH:5]=[CH:6][C:7]=1[N:8]=[C:9]=[S:10].[C:11]([NH:14][NH2:15])(=[O:13])[CH3:12]. Product: [C:11]([NH:14][NH:15][C:9](=[S:10])[NH:8][C:7]1[CH:6]=[CH:5][N:4]=[CH:3][C:2]=1[Br:1])(=[O:13])[CH3:12]. The catalyst class is: 440.